From a dataset of Full USPTO retrosynthesis dataset with 1.9M reactions from patents (1976-2016). Predict the reactants needed to synthesize the given product. (1) Given the product [CH3:23][O:24][CH2:25][CH2:26][N:27]([CH3:28])[C:17](=[O:19])[C:16]1[CH:15]=[CH:14][C:13]([B:8]2[O:9][C:10]([CH3:11])([CH3:12])[C:6]([CH3:5])([CH3:22])[O:7]2)=[CH:21][CH:20]=1, predict the reactants needed to synthesize it. The reactants are: C(Cl)CCl.[CH3:5][C:6]1([CH3:22])[C:10]([CH3:12])([CH3:11])[O:9][B:8]([C:13]2[CH:21]=[CH:20][C:16]([C:17]([OH:19])=O)=[CH:15][CH:14]=2)[O:7]1.[CH3:23][O:24][CH2:25][CH2:26][NH:27][CH3:28].C1C=C2N=NN(O)C2=CC=1.O. (2) Given the product [N:26]1([C:2]2[N:7]3[CH:8]=[C:9]([CH2:11][N:12]4[C@@H:25]5[C@@H:16]([CH2:17][CH2:18][C:19]6[C:24]5=[N:23][CH:22]=[CH:21][CH:20]=6)[CH2:15][CH2:14][CH2:13]4)[N:10]=[C:6]3[CH:5]=[CH:4][CH:3]=2)[CH2:31][CH2:30][O:29][CH2:28][CH2:27]1, predict the reactants needed to synthesize it. The reactants are: F[C:2]1[N:7]2[CH:8]=[C:9]([CH2:11][N:12]3[C@@H:25]4[C@@H:16]([CH2:17][CH2:18][C:19]5[C:24]4=[N:23][CH:22]=[CH:21][CH:20]=5)[CH2:15][CH2:14][CH2:13]3)[N:10]=[C:6]2[CH:5]=[CH:4][CH:3]=1.[NH:26]1[CH2:31][CH2:30][O:29][CH2:28][CH2:27]1. (3) Given the product [C:31]1([C@H:29]([O:28][C:26]([NH:25][C:24]2[N:20]([C:17]3[CH:18]=[CH:19][C:14]([C:11]4[CH:10]=[CH:9][C:8]([C:5]5([C:3]([OH:4])=[O:2])[CH2:6][CH2:7]5)=[CH:13][CH:12]=4)=[N:15][CH:16]=3)[N:21]=[CH:22][CH:23]=2)=[O:27])[CH3:30])[CH:36]=[CH:35][CH:34]=[CH:33][CH:32]=1, predict the reactants needed to synthesize it. The reactants are: C[O:2][C:3]([C:5]1([C:8]2[CH:13]=[CH:12][C:11]([C:14]3[CH:19]=[CH:18][C:17]([N:20]4[C:24]([NH:25][C:26]([O:28][C@@H:29]([C:31]5[CH:36]=[CH:35][CH:34]=[CH:33][CH:32]=5)[CH3:30])=[O:27])=[C:23](C)[CH:22]=[N:21]4)=[CH:16][N:15]=3)=[CH:10][CH:9]=2)[CH2:7][CH2:6]1)=[O:4].[Li+].[OH-].Cl.COC(C1(C2C=CC(C3C=CC(N4C(NC(O[C@@H](C5C=CC=CC=5)C)=O)=CC=N4)=CN=3)=CC=2)CC1)=O. (4) Given the product [Cl:28][CH2:29][C:30]([NH:20][C:17]1[CH:18]=[N:19][C:14]([C:6]2[N:5]=[C:4]([O:3][CH2:1][CH3:2])[CH:9]=[C:8]([C:10]([F:11])([F:13])[F:12])[N:7]=2)=[CH:15][CH:16]=1)=[O:31], predict the reactants needed to synthesize it. The reactants are: [CH2:1]([O:3][C:4]1[CH:9]=[C:8]([C:10]([F:13])([F:12])[F:11])[N:7]=[C:6]([C:14]2[N:19]=[CH:18][C:17]([NH2:20])=[CH:16][CH:15]=2)[N:5]=1)[CH3:2].C(N(CC)CC)C.[Cl:28][CH2:29][C:30](Cl)=[O:31].